Dataset: Peptide-MHC class I binding affinity with 185,985 pairs from IEDB/IMGT. Task: Regression. Given a peptide amino acid sequence and an MHC pseudo amino acid sequence, predict their binding affinity value. This is MHC class I binding data. (1) The peptide sequence is LVGKLNWASQIY. The MHC is HLA-A31:01 with pseudo-sequence HLA-A31:01. The binding affinity (normalized) is 0.204. (2) The peptide sequence is MSHLKVALYR. The MHC is HLA-A31:01 with pseudo-sequence HLA-A31:01. The binding affinity (normalized) is 0.925. (3) The peptide sequence is TGQAFAAL. The MHC is H-2-Db with pseudo-sequence H-2-Db. The binding affinity (normalized) is 0.0487. (4) The peptide sequence is DEQEFFYSQ. The MHC is HLA-A26:01 with pseudo-sequence HLA-A26:01. The binding affinity (normalized) is 0.0847.